Regression. Given a target protein amino acid sequence and a drug SMILES string, predict the binding affinity score between them. We predict pKi (pKi = -log10(Ki in M); higher means stronger inhibition). Dataset: bindingdb_ki. From a dataset of Drug-target binding data from BindingDB using Ki measurements. The drug is CCCCCCCCNC(=O)Oc1cccc(OC(=O)C(Cl)(Cl)Cl)c1. The target protein (P00602) has sequence NLYQFKNMIHCTVPSRPWWHFADYGCYCGRGGKGTAVDDLDRCCQVHDNCYGEAEKLGCWPYLTLYKYECSQGKLTCSGGNNKCEAAVCNCDLVAANCFAGAPYIDANYNVNLKERCQ. The pKi is 3.9.